This data is from Full USPTO retrosynthesis dataset with 1.9M reactions from patents (1976-2016). The task is: Predict the reactants needed to synthesize the given product. (1) The reactants are: [C:1]([O:5][C:6]([N:8]1[C:12]2[CH:13]([NH:17][CH2:18][CH2:19][CH2:20][CH2:21][NH:22][C:23]([O:25][C:26]([CH3:29])([CH3:28])[CH3:27])=[O:24])[CH2:14][CH2:15][CH2:16][C:11]=2[N:10]=[CH:9]1)=[O:7])([CH3:4])([CH3:3])[CH3:2].[C:30]([O:34][C:35]([N:37]1[C:41]2[CH:42]=[CH:43][CH:44]=[CH:45][C:40]=2[N:39]=[C:38]1[CH2:46]Cl)=[O:36])([CH3:33])([CH3:32])[CH3:31].[I-].[K+].C(N(C(C)C)CC)(C)C.C(=O)(O)[O-].[Na+]. Given the product [C:30]([O:34][C:35]([N:37]1[C:41]2[CH:42]=[CH:43][CH:44]=[CH:45][C:40]=2[N:39]=[C:38]1[CH2:46][N:17]([CH2:18][CH2:19][CH2:20][CH2:21][NH:22][C:23]([O:25][C:26]([CH3:29])([CH3:28])[CH3:27])=[O:24])[CH:13]1[C:12]2[N:8]([C:6]([O:5][C:1]([CH3:4])([CH3:3])[CH3:2])=[O:7])[CH:9]=[N:10][C:11]=2[CH2:16][CH2:15][CH2:14]1)=[O:36])([CH3:33])([CH3:32])[CH3:31], predict the reactants needed to synthesize it. (2) Given the product [C:8]([C:5]1[CH:4]=[CH:3][C:2]([NH:1][S:24]([C:21]2[CH:20]=[CH:19][C:18]([O:17][CH2:16][C:15]3[C:11]([CH3:10])=[N:12][O:13][C:14]=3[CH3:28])=[CH:23][CH:22]=2)(=[O:25])=[O:26])=[N:7][CH:6]=1)#[N:9], predict the reactants needed to synthesize it. The reactants are: [NH2:1][C:2]1[N:7]=[CH:6][C:5]([C:8]#[N:9])=[CH:4][CH:3]=1.[CH3:10][C:11]1[C:15]([CH2:16][O:17][C:18]2[CH:23]=[CH:22][C:21]([S:24](Cl)(=[O:26])=[O:25])=[CH:20][CH:19]=2)=[C:14]([CH3:28])[O:13][N:12]=1. (3) Given the product [CH:1]([NH:14][C:15](=[O:31])[N:16]([CH3:17])[C@@H:18]1[CH2:22][CH2:21][NH:20][CH2:19]1)([C:2]1[CH:7]=[CH:6][CH:5]=[CH:4][CH:3]=1)[C:8]1[CH:9]=[CH:10][CH:11]=[CH:12][CH:13]=1, predict the reactants needed to synthesize it. The reactants are: [CH:1]([NH:14][C:15](=[O:31])[N:16]([CH:18]1[CH2:22][CH2:21][N:20](C(=O)C2C=CC=CC=2)[CH2:19]1)[CH3:17])([C:8]1[CH:13]=[CH:12][CH:11]=[CH:10][CH:9]=1)[C:2]1[CH:7]=[CH:6][CH:5]=[CH:4][CH:3]=1. (4) Given the product [N+:6]([C:9]1[CH:10]=[CH:11][C:12]([CH2:15][CH2:16][CH2:17][C:18]([O:20][CH3:22])=[O:19])=[CH:13][CH:14]=1)([O-:8])=[O:7], predict the reactants needed to synthesize it. The reactants are: OS(O)(=O)=O.[N+:6]([C:9]1[CH:14]=[CH:13][C:12]([CH2:15][CH2:16][CH2:17][C:18]([OH:20])=[O:19])=[CH:11][CH:10]=1)([O-:8])=[O:7].O.[CH3:22]O. (5) Given the product [CH3:17][N:18]1[CH2:23][CH2:22][N:21]([C:2]2[CH:3]=[CH:4][C:5]([N+:14]([O-:16])=[O:15])=[C:6]([N:8]3[CH2:13][CH2:12][CH2:11][CH2:10][CH2:9]3)[CH:7]=2)[CH2:20][CH2:19]1, predict the reactants needed to synthesize it. The reactants are: Cl[C:2]1[CH:3]=[CH:4][C:5]([N+:14]([O-:16])=[O:15])=[C:6]([N:8]2[CH2:13][CH2:12][CH2:11][CH2:10][CH2:9]2)[CH:7]=1.[CH3:17][N:18]1[CH2:23][CH2:22][NH:21][CH2:20][CH2:19]1.